This data is from Peptide-MHC class I binding affinity with 185,985 pairs from IEDB/IMGT. The task is: Regression. Given a peptide amino acid sequence and an MHC pseudo amino acid sequence, predict their binding affinity value. This is MHC class I binding data. (1) The peptide sequence is GYQPYRVVVL. The MHC is HLA-A30:02 with pseudo-sequence HLA-A30:02. The binding affinity (normalized) is 0. (2) The peptide sequence is VYAPAGVEL. The MHC is HLA-C04:01 with pseudo-sequence HLA-C04:01. The binding affinity (normalized) is 0.0847.